From a dataset of Reaction yield outcomes from USPTO patents with 853,638 reactions. Predict the reaction yield, written as a fraction of the theoretical maximum amount of product (1.0 means a 100% yield; for example, 0.34 means a 34% yield). The reactants are [Cl:1][C:2]1[N:7]=[C:6]([C:8]2[S:12][C:11]([CH:13]([CH3:15])[CH3:14])=[N:10][C:9]=2[C:16]2[CH:17]=[C:18]([CH:20]=[CH:21][CH:22]=2)[NH2:19])[CH:5]=[CH:4][N:3]=1.[N:23]1([S:29](Cl)(=[O:31])=[O:30])[CH2:28][CH2:27][O:26][CH2:25][CH2:24]1. The catalyst is N1C=CC=CC=1. The product is [Cl:1][C:2]1[N:7]=[C:6]([C:8]2[S:12][C:11]([CH:13]([CH3:15])[CH3:14])=[N:10][C:9]=2[C:16]2[CH:17]=[C:18]([NH:19][S:29]([N:23]3[CH2:28][CH2:27][O:26][CH2:25][CH2:24]3)(=[O:31])=[O:30])[CH:20]=[CH:21][CH:22]=2)[CH:5]=[CH:4][N:3]=1. The yield is 0.138.